This data is from Forward reaction prediction with 1.9M reactions from USPTO patents (1976-2016). The task is: Predict the product of the given reaction. Given the reactants C(N(CC)CC)C.Cl.[Cl:9][C:10]1[CH:15]=[CH:14][CH:13]=[CH:12][C:11]=1[N:16]1[C:20]([C:21]2[CH:26]=[CH:25][C:24]([Cl:27])=[CH:23][CH:22]=2)=[C:19]([CH3:28])[C:18]([CH:29]2[O:34][CH2:33][CH2:32][NH:31][CH2:30]2)=[N:17]1.[C:35]1(=O)[CH2:40][CH2:39][CH2:38][CH2:37][CH2:36]1.C(O[BH-](OC(=O)C)OC(=O)C)(=O)C.[Na+], predict the reaction product. The product is: [Cl:27][C:24]1[CH:23]=[CH:22][C:21]([C:20]2[N:16]([C:11]3[CH:12]=[CH:13][CH:14]=[CH:15][C:10]=3[Cl:9])[N:17]=[C:18]([CH:29]3[O:34][CH2:33][CH2:32][N:31]([CH:35]4[CH2:40][CH2:39][CH2:38][CH2:37][CH2:36]4)[CH2:30]3)[C:19]=2[CH3:28])=[CH:26][CH:25]=1.